From a dataset of Reaction yield outcomes from USPTO patents with 853,638 reactions. Predict the reaction yield, written as a fraction of the theoretical maximum amount of product (1.0 means a 100% yield; for example, 0.34 means a 34% yield). (1) The product is [N:26]1([CH2:2][C:3]2[CH:4]=[C:5]([C:9]3[CH:13]=[C:12]([CH2:14][CH:15]([CH3:17])[CH3:16])[S:11][C:10]=3[S:18]([NH:21][C:22]([CH3:25])([CH3:24])[CH3:23])(=[O:20])=[O:19])[CH:6]=[CH:7][CH:8]=2)[C:30]2[CH:31]=[CH:32][CH:33]=[CH:34][C:29]=2[N:28]=[CH:27]1. The reactants are Br[CH2:2][C:3]1[CH:4]=[C:5]([C:9]2[CH:13]=[C:12]([CH2:14][CH:15]([CH3:17])[CH3:16])[S:11][C:10]=2[S:18]([NH:21][C:22]([CH3:25])([CH3:24])[CH3:23])(=[O:20])=[O:19])[CH:6]=[CH:7][CH:8]=1.[N:26]1[C:30]2[CH:31]=[CH:32][CH:33]=[CH:34][C:29]=2[NH:28][CH:27]=1. The yield is 0.930. The catalyst is O1CCOCC1. (2) The reactants are CC(C)([O-])C.[Na+].CO[CH:9]=[CH:10][C:11]([O:13][CH3:14])=[O:12].[Cl:15][C:16]1[CH:21]=[C:20]([C:22]([F:25])([F:24])[F:23])[CH:19]=[CH:18][C:17]=1[CH2:26][C:27]#[N:28].C(O)(=O)CC(CC(O)=O)(C(O)=O)O. The catalyst is O1CCCC1. The product is [CH3:14][O:13][C:11](=[O:12])[CH2:10][CH:9]=[C:26]([C:17]1[CH:18]=[CH:19][C:20]([C:22]([F:23])([F:24])[F:25])=[CH:21][C:16]=1[Cl:15])[C:27]#[N:28]. The yield is 0.970. (3) The reactants are [Si]([O:8][CH:9]1[C:17]2[C:12](=[C:13]([C:18]3[S:22][C:21]([C:23]4[CH:24]=[CH:25][C:26]([O:31][CH:32]([CH3:34])[CH3:33])=[C:27]([CH:30]=4)[C:28]#[N:29])=[CH:20][CH:19]=3)[CH:14]=[CH:15][CH:16]=2)[CH2:11][CH2:10]1)(C(C)(C)C)(C)C.Cl. The catalyst is O1CCOCC1. The product is [OH:8][CH:9]1[C:17]2[C:12](=[C:13]([C:18]3[S:22][C:21]([C:23]4[CH:24]=[CH:25][C:26]([O:31][CH:32]([CH3:34])[CH3:33])=[C:27]([CH:30]=4)[C:28]#[N:29])=[CH:20][CH:19]=3)[CH:14]=[CH:15][CH:16]=2)[CH2:11][CH2:10]1. The yield is 0.400. (4) The reactants are [N:1]([CH2:4][C@@H:5]1[CH2:10][CH2:9][C@H:8]([C:11]([O:13][CH2:14][CH2:15][CH2:16][CH3:17])=[O:12])[CH2:7][CH2:6]1)=[N+]=[N-].Cl.[H][H]. The catalyst is [Pd].C(O)C.O. The product is [NH2:1][CH2:4][C@@H:5]1[CH2:6][CH2:7][C@H:8]([C:11]([O:13][CH2:14][CH2:15][CH2:16][CH3:17])=[O:12])[CH2:9][CH2:10]1. The yield is 0.620.